From a dataset of Experimentally validated miRNA-target interactions with 360,000+ pairs, plus equal number of negative samples. Binary Classification. Given a miRNA mature sequence and a target amino acid sequence, predict their likelihood of interaction. (1) The miRNA is hsa-miR-564 with sequence AGGCACGGUGUCAGCAGGC. The protein sequence of the target gene is MLSEGYLSGLTYWNDIHWNCASYNEPVAGDQGKETSSVAALSYSSVDETQVQSLYVSCKSSGKFISSVHARASQHSRSQSRTVLQANSNPVFESPTLAAVGICRDVIRETYLVPPSCKSICKNYNDLHIAGGQVMAINSVMANFPSESSFEDGPLLKSSEISLSMEDSTSTQLTELPLKPIQRYSSYWRITSIKEKSSLQMQKPISNAVLNEYLEQKVVELYKQYIMDTVFHDSSPTQILASEFIMTNVDQISLQVSKEKNLDTSKVKDIVISHLLQLVSSEISTPSLHISQYSNITP. Result: 0 (no interaction). (2) The miRNA is hsa-miR-135a-3p with sequence UAUAGGGAUUGGAGCCGUGGCG. The protein sequence of the target gene is MADQRQRSLSTSGESLYHVLGLDKNATSDDIKKSYRKLALKYHPDKNPDNPEAADKFKEINNAHAILTDATKRNIYDKYGSLGLYVAEQFGEENVNTYFVLSSWWAKALFVVCGLLTCCYCCCCLCCCFNCCCGKCKPKAPEGEETEFYVSPEDLEAQLQSDEREATDTPIVIQPASATETTQLTADSHPSYHTDGFN. Result: 0 (no interaction). (3) The miRNA is hsa-miR-335-5p with sequence UCAAGAGCAAUAACGAAAAAUGU. The protein sequence of the target gene is MDEDEKDRAKRASRNKSEKKRRDQFNVLIKELSSMLPGNTRKMDKTTVLEKVIGFLQKHNEVSAQTEICDIQQDWKPSFLSNEEFTQLMLEALDGFIIAVTTDGSIIYVSDSITPLLGHLPSDVMDQNLLNFLPEQEHSEVYKILSSHMLVTDSPSPEYLKSDSDLEFYCHLLRGSLNPKEFPTYEYIKFVGNFRSYNNVPSPSCNGFDNTLSRPCRVPLGKEVCFIATVRLATPQFLKEMCIVDEPLEEFTSRHSLEWKFLFLDHRAPPIIGYLPFEVLGTSGYDYYHIDDLELLARCH.... Result: 1 (interaction). (4) The miRNA is hsa-miR-6751-5p with sequence UUGGGGGUGAGGUUGGUGUCUGG. The protein sequence of the target gene is MTLEEVRGQDTVPESTARMQGAGKALHELLLSAQRQGCLTAGVYESAKVLNVDPDNVTFCVLAAGEEDEGDIALQIHFTLIQAFCCENDIDIVRVGDVQRLAAIVGAGEEAGAPGDLHCILISNPNEDAWKDPALEKLSLFCEESRSVNDWVPSITLPE. Result: 0 (no interaction). (5) The miRNA is mmu-miR-667-3p with sequence UGACACCUGCCACCCAGCCCAAG. The protein sequence of the target gene is MNRYAVSSLVGQGSFGCVYKATRKDDSKVVAIKVISKRGRATKELKNLRRECDIQARLKHPHVIEMIESFESKTDLFVVTEFALMDLHRYLSYNGAMGEEPARRVTGHLVSALYYLHSNRILHRDLKPQNVLLDKNMHAKLCDFGLARNMTLGTHVLTSIKGTPLYMAPELLAEQPYDHHADMWSLGCIAYESMAGQPPFCASSILHLVKMIKHEDVKWPSTLTSECRSFLQGLLEKDPGLRISWTQLLCHPFVEGRIFIAETQAEAAKESPFTNPEAKVKSSKQSDPEVGDLDEALAAL.... Result: 0 (no interaction). (6) The miRNA is hsa-miR-6756-3p with sequence UCCCCUUCCUCCCUGCCCAG. The protein sequence of the target gene is MRAGRCAAALLLLLLSGAGRAIGSEDIVVGCGGFVKSDVEINYSLIEIKLYTKHGTLKYQTDCAPNNGYFMIPLYDKGDFILKIEPPLGWSFEPTNVELRVDGVSDICTKGGDINFLFTGFSVNGKVLSKGQPLGPAGVQVSLRSTGADSKIQSTVTQPGGKFAFFKVLPGDYEILATHPTWALKEASTTVRVTNSNANAAGPLIVAGYNVSGSVRSDGEPMKGVKFLLFSSLVNKEDVLGCNVSPVSGFQPPDESLVYLCYAVSKEDGSFSFYSLPSGGYTVVPFYRGERITFDVAPSR.... Result: 0 (no interaction). (7) The miRNA is hsa-miR-410-3p with sequence AAUAUAACACAGAUGGCCUGU. The protein sequence of the target gene is MHFLTIYPNCSSGVVRAQSRTEQKNPLGLDDLGIQNLGQTVSLAPAVEAASMLKMEPLNSTHPGTAASSSPLESRAAGGGSGNGNEYFYILVVMSFYGIFLIGIMLGYMKSKRREKKSSLLLLYKDEERLWGEAMKPLPVVSGLRSVQVPLMLNMLQESVAPALSCTLCSMEGDSVSSESSSPDVHLTIQEEGADDELEETSETPLNESSEGSSENIHQNS. Result: 0 (no interaction).